Task: Predict the product of the given reaction.. Dataset: Forward reaction prediction with 1.9M reactions from USPTO patents (1976-2016) (1) Given the reactants CN(C=O)C.[C:6]([NH:10][S:11]([C:14]1[C:15]([C:20]2[CH:25]=[CH:24][C:23]([CH2:26]Br)=[CH:22][CH:21]=2)=[CH:16][CH:17]=[CH:18][CH:19]=1)(=[O:13])=[O:12])([CH3:9])([CH3:8])[CH3:7].[CH2:28]([C:32]1[NH:36][C:35]([CH:37]=[O:38])=[C:34]([Cl:39])[N:33]=1)[CH2:29][CH2:30][CH3:31].C(=O)([O-])[O-].[K+].[K+], predict the reaction product. The product is: [C:6]([NH:10][S:11]([C:14]1[C:15]([C:20]2[CH:25]=[CH:24][C:23]([CH2:26][N:36]3[C:35]([CH:37]=[O:38])=[C:34]([Cl:39])[N:33]=[C:32]3[CH2:28][CH2:29][CH2:30][CH3:31])=[CH:22][CH:21]=2)=[CH:16][CH:17]=[CH:18][CH:19]=1)(=[O:13])=[O:12])([CH3:9])([CH3:8])[CH3:7]. (2) Given the reactants [F:1][C:2]1[C:12]2[CH2:11][CH2:10][C:9]3[CH:13]=[CH:14][CH:15]=[CH:16][C:8]=3[C:7](=[CH:17][C:18]3[CH:19]=[C:20]([OH:24])[CH:21]=[CH:22][CH:23]=3)[C:6]=2[CH:5]=[CH:4][CH:3]=1, predict the reaction product. The product is: [F:1][C:2]1[C:12]2[CH2:11][CH2:10][C:9]3[CH:13]=[CH:14][CH:15]=[CH:16][C:8]=3[CH:7]([CH2:17][C:18]3[CH:19]=[C:20]([OH:24])[CH:21]=[CH:22][CH:23]=3)[C:6]=2[CH:5]=[CH:4][CH:3]=1. (3) Given the reactants [CH2:1]([O:4][C:5]1[CH:10]=[C:9]([Cl:11])[C:8]([CH2:12][C:13]2[CH:18]=[CH:17][C:16]([O:19][CH2:20][CH3:21])=[CH:15][CH:14]=2)=[CH:7][C:6]=1[C@H:22]1[C@H:27]([OH:28])[C@@H:26]([OH:29])[C@H:25]([OH:30])[C@@H:24]([CH2:31][OH:32])[O:23]1)[CH:2]=[CH2:3].[H-].[Na+].[CH2:35](Br)[C:36]1[CH:41]=[CH:40][CH:39]=[CH:38][CH:37]=1, predict the reaction product. The product is: [CH2:1]([O:4][C:5]1[CH:10]=[C:9]([Cl:11])[C:8]([CH2:12][C:13]2[CH:18]=[CH:17][C:16]([O:19][CH2:20][CH3:21])=[CH:15][CH:14]=2)=[CH:7][C:6]=1[C@H:22]1[C@H:27]([O:28][CH2:35][C:36]2[CH:41]=[CH:40][CH:39]=[CH:38][CH:37]=2)[C@@H:26]([O:29][CH2:35][C:36]2[CH:41]=[CH:40][CH:39]=[CH:38][CH:37]=2)[C@H:25]([O:30][CH2:12][C:13]2[CH:18]=[CH:17][CH:16]=[CH:15][CH:14]=2)[C@@H:24]([CH2:31][O:32][CH2:22][C:6]2[CH:7]=[CH:8][CH:9]=[CH:10][CH:5]=2)[O:23]1)[CH:2]=[CH2:3]. (4) Given the reactants C(OC([CH2:8][NH:9][CH2:10][C:11]1[CH:12]=[C:13]([C:17]2[CH:22]=[CH:21][C:20]([C@@H:23]([OH:32])[C@H:24]([O:29][CH2:30][CH3:31])[C:25]([O:27][CH3:28])=[O:26])=[CH:19][CH:18]=2)[CH:14]=[CH:15][CH:16]=1)=O)(C)(C)C.C([SiH](CC)CC)C.C(OCC)(=O)C.[OH-].[Na+], predict the reaction product. The product is: [CH2:30]([O:29][C@@H:24]([C@H:23]([OH:32])[C:20]1[CH:21]=[CH:22][C:17]([C:13]2[CH:14]=[CH:15][CH:16]=[C:11]([CH2:10][NH:9][CH3:8])[CH:12]=2)=[CH:18][CH:19]=1)[C:25]([O:27][CH3:28])=[O:26])[CH3:31].